This data is from Catalyst prediction with 721,799 reactions and 888 catalyst types from USPTO. The task is: Predict which catalyst facilitates the given reaction. (1) Reactant: [C:1]([CH2:7][C:8]#[N:9])(=[O:6])[C:2]([CH3:5])([CH3:4])[CH3:3].[Br:10]N1C(=O)CCC1=O. Product: [Br:10][CH:7]([C:1](=[O:6])[C:2]([CH3:5])([CH3:4])[CH3:3])[C:8]#[N:9]. The catalyst class is: 53. (2) Product: [CH3:41][C:13]1[CH:12]=[C:11]([CH3:42])[NH:10][C:9](=[O:8])[C:14]=1[CH2:15][N:16]1[C:22](=[O:23])[C:21]2[C:24]([CH3:40])=[C:25]([O:36][CH:37]([CH3:38])[CH3:39])[CH:26]=[C:27]([C:28]3[CH:33]=[N:32][C:31]([NH:34][CH3:35])=[N:30][CH:29]=3)[C:20]=2[O:19][CH2:18][CH2:17]1. Reactant: C([O:8][C:9]1[C:14]([CH2:15][N:16]2[C:22](=[O:23])[C:21]3[C:24]([CH3:40])=[C:25]([O:36][CH:37]([CH3:39])[CH3:38])[CH:26]=[C:27]([C:28]4[CH:29]=[N:30][C:31]([NH:34][CH3:35])=[N:32][CH:33]=4)[C:20]=3[O:19][CH2:18][CH2:17]2)=[C:13]([CH3:41])[CH:12]=[C:11]([CH3:42])[N:10]=1)C1C=CC=CC=1.Cl. The catalyst class is: 135. (3) Reactant: [CH3:1][N:2]1[C:20](=[O:21])[N:5]2[C:6]3[CH:16]=[C:15]([N+:17]([O-])=O)[CH:14]=[CH:13][C:7]=3[O:8][C:9]3([CH2:12][O:11][CH2:10]3)[C:4]2=[N:3]1. Product: [NH2:17][C:15]1[CH:14]=[CH:13][C:7]2[O:8][C:9]3([C:4]4[N:5]([C:20](=[O:21])[N:2]([CH3:1])[N:3]=4)[C:6]=2[CH:16]=1)[CH2:10][O:11][CH2:12]3. The catalyst class is: 19. (4) Reactant: [CH3:1][S:2][C:3]1[S:7][C:6]2=[N:8][C:9]([C:11]3[O:12][C:13]4[C:14](=[C:16]([OH:20])[CH:17]=[CH:18][CH:19]=4)[N:15]=3)=[CH:10][N:5]2[N:4]=1.[C:21]([N:28]1[CH2:34][CH2:33][CH2:32][C@H:29]1[CH2:30]O)([O:23][C:24]([CH3:27])([CH3:26])[CH3:25])=[O:22].C1(P(C2C=CC=CC=2)C2C=CC=CC=2)C=CC=CC=1.CC(OC(/N=N/C(OC(C)C)=O)=O)C. Product: [CH3:1][S:2][C:3]1[S:7][C:6]2=[N:8][C:9]([C:11]3[O:12][C:13]4[CH:19]=[CH:18][CH:17]=[C:16]([O:20][CH2:30][C@@H:29]5[CH2:32][CH2:33][CH2:34][N:28]5[C:21]([O:23][C:24]([CH3:25])([CH3:27])[CH3:26])=[O:22])[C:14]=4[N:15]=3)=[CH:10][N:5]2[N:4]=1. The catalyst class is: 1. (5) Reactant: [H-].[Al+3].[Li+].[H-].[H-].[H-].[CH3:7][O:8][CH:9]1[CH2:14][CH2:13][CH:12]([C:15](OC)=[O:16])[CH2:11][CH2:10]1. Product: [CH3:7][O:8][CH:9]1[CH2:14][CH2:13][CH:12]([CH2:15][OH:16])[CH2:11][CH2:10]1. The catalyst class is: 282. (6) Reactant: Cl[C:2](Cl)([O:4]C(=O)OC(Cl)(Cl)Cl)Cl.C(O)(=O)C.[NH2:17][C:18]([C:21]1[CH:26]=[CH:25][C:24]([NH:27][C:28]([C:30]2[NH:31][CH:32]=[C:33]([C:35]#[N:36])[N:34]=2)=[O:29])=[C:23]([C:37]2[CH2:42][CH2:41][CH2:40][CH2:39][CH:38]=2)[CH:22]=1)([CH3:20])[CH3:19].CCN(C(C)C)C(C)C.[NH2:52][CH2:53][CH2:54][OH:55]. Product: [C:37]1([C:23]2[CH:22]=[C:21]([C:18]([NH:17][C:2]([NH:52][CH2:53][CH2:54][OH:55])=[O:4])([CH3:20])[CH3:19])[CH:26]=[CH:25][C:24]=2[NH:27][C:28]([C:30]2[NH:31][CH:32]=[C:33]([C:35]#[N:36])[N:34]=2)=[O:29])[CH2:42][CH2:41][CH2:40][CH2:39][CH:38]=1. The catalyst class is: 220.